This data is from Forward reaction prediction with 1.9M reactions from USPTO patents (1976-2016). The task is: Predict the product of the given reaction. Given the reactants [CH:1]([O:4][C:5]1[C:29]([O:30][CH2:31][CH2:32][CH2:33][O:34][CH3:35])=[CH:28][C:8]([C:9]([N:11]([CH:25]([CH3:27])[CH3:26])[C@@H:12]2[CH2:17][CH2:16][CH2:15][N:14]([C:18]([O:20][C:21]([CH3:24])([CH3:23])[CH3:22])=[O:19])[CH2:13]2)=[O:10])=[C:7](/[CH:36]=[CH:37]/[CH3:38])[CH:6]=1)([CH3:3])[CH3:2], predict the reaction product. The product is: [CH:1]([O:4][C:5]1[C:29]([O:30][CH2:31][CH2:32][CH2:33][O:34][CH3:35])=[CH:28][C:8]([C:9]([N:11]([CH:25]([CH3:27])[CH3:26])[C@@H:12]2[CH2:17][CH2:16][CH2:15][N:14]([C:18]([O:20][C:21]([CH3:22])([CH3:24])[CH3:23])=[O:19])[CH2:13]2)=[O:10])=[C:7]([CH2:36][CH2:37][CH3:38])[CH:6]=1)([CH3:2])[CH3:3].